Task: Predict which catalyst facilitates the given reaction.. Dataset: Catalyst prediction with 721,799 reactions and 888 catalyst types from USPTO Reactant: [CH2:1]([C:8]1[CH:9]=[C:10]([NH:15][CH2:16][C:17]2[CH:18]=[N:19][CH:20]=[CH:21][CH:22]=2)[CH:11]=[CH:12][C:13]=1[Cl:14])[C:2]1[CH:7]=[CH:6][CH:5]=[CH:4][CH:3]=1.N1C=CC=CC=1.[F:29][C:30]([F:37])([F:36])[CH2:31][S:32](Cl)(=[O:34])=[O:33]. Product: [CH2:1]([C:8]1[CH:9]=[C:10]([N:15]([CH2:16][C:17]2[CH:18]=[N:19][CH:20]=[CH:21][CH:22]=2)[S:32]([CH2:31][C:30]([F:37])([F:36])[F:29])(=[O:34])=[O:33])[CH:11]=[CH:12][C:13]=1[Cl:14])[C:2]1[CH:3]=[CH:4][CH:5]=[CH:6][CH:7]=1. The catalyst class is: 2.